This data is from Full USPTO retrosynthesis dataset with 1.9M reactions from patents (1976-2016). The task is: Predict the reactants needed to synthesize the given product. Given the product [C:6]([C:10]1[CH:14]=[C:13]([NH:15][C:16]([NH:18][C@@H:19]2[C:28]3[C:23](=[CH:24][CH:25]=[CH:26][CH:27]=3)[C@H:22]([O:29][C:30]3[CH:31]=[CH:32][C:33]4[N:34]([C:36]([N:39]5[C@H:44]([CH3:45])[CH2:43][CH2:42][CH2:41][C@@H:40]5[CH3:46])=[N:37][N:38]=4)[CH:35]=3)[CH2:21][CH2:20]2)=[O:17])[N:12]([C:47]2[CH:51]=[CH:50][N:49]([CH2:52][CH2:53][O:54][S:2]([CH3:1])(=[O:4])=[O:3])[N:48]=2)[N:11]=1)([CH3:8])([CH3:9])[CH3:7], predict the reactants needed to synthesize it. The reactants are: [CH3:1][S:2](Cl)(=[O:4])=[O:3].[C:6]([C:10]1[CH:14]=[C:13]([NH:15][C:16]([NH:18][C@@H:19]2[C:28]3[C:23](=[CH:24][CH:25]=[CH:26][CH:27]=3)[C@H:22]([O:29][C:30]3[CH:31]=[CH:32][C:33]4[N:34]([C:36]([N:39]5[C@H:44]([CH3:45])[CH2:43][CH2:42][CH2:41][C@@H:40]5[CH3:46])=[N:37][N:38]=4)[CH:35]=3)[CH2:21][CH2:20]2)=[O:17])[N:12]([C:47]2[CH:51]=[CH:50][N:49]([CH2:52][CH2:53][OH:54])[N:48]=2)[N:11]=1)([CH3:9])([CH3:8])[CH3:7].CCN(C(C)C)C(C)C.